From a dataset of Forward reaction prediction with 1.9M reactions from USPTO patents (1976-2016). Predict the product of the given reaction. Given the reactants [CH2:1]([C:8]1[NH:16][C:15]2[C:14](=[O:17])[N:13]([CH2:18][CH2:19][CH3:20])[C:12](=[O:21])[N:11]([CH2:22][CH2:23][C:24]3[CH:29]=[CH:28][C:27]([N+:30]([O-:32])=[O:31])=[CH:26][CH:25]=3)[C:10]=2[N:9]=1)[C:2]1[CH:7]=[CH:6][CH:5]=[CH:4][CH:3]=1.C(=O)([O-])[O-].[Na+].[Na+].[CH2:39]([NH:41][CH2:42][CH2:43][OH:44])[CH3:40].Cl[CH2:46][CH2:47]Cl, predict the reaction product. The product is: [CH2:1]([C:8]1[N:16]([CH2:40][CH2:39][N:41]([CH2:46][CH3:47])[CH2:42][CH2:43][OH:44])[C:15]2[C:14](=[O:17])[N:13]([CH2:18][CH2:19][CH3:20])[C:12](=[O:21])[N:11]([CH2:22][CH2:23][C:24]3[CH:29]=[CH:28][C:27]([N+:30]([O-:32])=[O:31])=[CH:26][CH:25]=3)[C:10]=2[N:9]=1)[C:2]1[CH:7]=[CH:6][CH:5]=[CH:4][CH:3]=1.